Dataset: Reaction yield outcomes from USPTO patents with 853,638 reactions. Task: Predict the reaction yield, written as a fraction of the theoretical maximum amount of product (1.0 means a 100% yield; for example, 0.34 means a 34% yield). The reactants are [CH:1]1([C:7]2[C:15]3[C:14](=[O:16])[NH:13][C:12]([C:17]4[CH:22]=[CH:21][C:20]([S:23](Cl)(=[O:25])=[O:24])=[CH:19][CH:18]=4)=[N:11][C:10]=3[N:9]([CH3:27])[N:8]=2)[CH2:6][CH2:5][CH2:4][CH2:3][CH2:2]1.[CH3:28][N:29]1[CH2:35][CH2:34][CH2:33][NH:32][CH2:31][CH2:30]1. The product is [CH:1]1([C:7]2[C:15]3[C:14](=[O:16])[NH:13][C:12]([C:17]4[CH:22]=[CH:21][C:20]([S:23]([N:32]5[CH2:33][CH2:34][CH2:35][N:29]([CH3:28])[CH2:30][CH2:31]5)(=[O:25])=[O:24])=[CH:19][CH:18]=4)=[N:11][C:10]=3[N:9]([CH3:27])[N:8]=2)[CH2:6][CH2:5][CH2:4][CH2:3][CH2:2]1. No catalyst specified. The yield is 0.450.